Dataset: Forward reaction prediction with 1.9M reactions from USPTO patents (1976-2016). Task: Predict the product of the given reaction. (1) Given the reactants Br[C:2]1[S:6][C:5]([C:7]2[N:11]3[N:12]=[C:13]([CH3:21])[CH:14]=[C:15]([CH:16]([CH2:19][CH3:20])[CH2:17][CH3:18])[C:10]3=[N:9][C:8]=2[CH3:22])=[C:4]([O:23][CH3:24])[CH:3]=1.[Br-].[CH3:26][C:27]1[N:32]=[C:31]([Zn+])[CH:30]=[CH:29][CH:28]=1.C1COCC1, predict the reaction product. The product is: [CH2:17]([CH:16]([C:15]1[C:10]2[N:11]([C:7]([C:5]3[S:6][C:2]([C:31]4[CH:30]=[CH:29][CH:28]=[C:27]([CH3:26])[N:32]=4)=[CH:3][C:4]=3[O:23][CH3:24])=[C:8]([CH3:22])[N:9]=2)[N:12]=[C:13]([CH3:21])[CH:14]=1)[CH2:19][CH3:20])[CH3:18]. (2) Given the reactants [CH2:1](O)[CH2:2][CH2:3][CH2:4][CH2:5][CH2:6][CH2:7][CH2:8][CH2:9][CH:10]=[CH2:11].C1(P(C2C=CC=CC=2)C2C=CC=CC=2)C=CC=CC=1.[C:32]1(=[O:42])[NH:36][C:35](=[O:37])[C:34]2=[CH:38][CH:39]=[CH:40][CH:41]=[C:33]12.N(C(OCC)=O)=NC(OCC)=O, predict the reaction product. The product is: [C:32]1(=[O:42])[N:36]([CH2:1][CH2:2][CH2:3][CH2:4][CH2:5][CH2:6][CH2:7][CH2:8][CH2:9][CH:10]=[CH2:11])[C:35](=[O:37])[C:34]2=[CH:38][CH:39]=[CH:40][CH:41]=[C:33]12. (3) Given the reactants [NH2:1][CH2:2][CH2:3][C@H:4]([N:6]1[CH2:11][CH2:10][CH:9]([N:12]([CH2:19][C:20]2[CH:21]=[N:22][CH:23]=[CH:24][C:25]=2[CH3:26])[C:13]2[CH:18]=[CH:17][CH:16]=[CH:15][CH:14]=2)[CH2:8][CH2:7]1)[CH3:5].CCN=C=NCCCN(C)C.C1C=CC2N(O)N=NC=2C=1.[C:48]([C:50]1[CH:58]=[C:57]([CH3:59])[C:53]([C:54](O)=[O:55])=[C:52]([CH3:60])[CH:51]=1)#[N:49].CCN(C(C)C)C(C)C, predict the reaction product. The product is: [C:48]([C:50]1[CH:58]=[C:57]([CH3:59])[C:53]([C:54]([NH:1][CH2:2][CH2:3][C@H:4]([N:6]2[CH2:7][CH2:8][CH:9]([N:12]([CH2:19][C:20]3[CH:21]=[N:22][CH:23]=[CH:24][C:25]=3[CH3:26])[C:13]3[CH:18]=[CH:17][CH:16]=[CH:15][CH:14]=3)[CH2:10][CH2:11]2)[CH3:5])=[O:55])=[C:52]([CH3:60])[CH:51]=1)#[N:49]. (4) Given the reactants O=[Al-:2]=O.[Na+:4].[Si:5]([O-])([O-:8])([O-:7])[O-:6].[Na+].[Na+].[Na+].[Na+], predict the reaction product. The product is: [O-:7][Si:5]([O-:8])=[O:6].[O-:7][Si:5]([O-:8])=[O:6].[Na+:4].[Al+3:2]. (5) Given the reactants [Cl:1][C:2]1[CH:7]=[C:6]([Cl:8])[CH:5]=[CH:4][C:3]=1[CH2:9][N:10]([C:23](=O)[C:24]([F:27])([F:26])[F:25])[C@H:11]1[CH2:15][CH2:14][N:13]([C:16]([O:18][C:19]([CH3:22])([CH3:21])[CH3:20])=[O:17])[CH2:12]1.C(=O)([O-])O.[Na+], predict the reaction product. The product is: [Cl:1][C:2]1[CH:7]=[C:6]([Cl:8])[CH:5]=[CH:4][C:3]=1[CH2:9][N:10]([CH2:23][C:24]([F:26])([F:27])[F:25])[C@H:11]1[CH2:15][CH2:14][N:13]([C:16]([O:18][C:19]([CH3:22])([CH3:21])[CH3:20])=[O:17])[CH2:12]1. (6) Given the reactants [N:1]([CH2:4][C@@H:5]1[CH2:10][NH:9][C:8]2[CH:11]=[CH:12][CH:13]=[C:14](Br)[C:7]=2[O:6]1)=[N+:2]=[N-:3].[Cl:16][C:17]1[CH:22]=[CH:21][C:20](B(O)O)=[C:19]([CH3:26])[CH:18]=1, predict the reaction product. The product is: [N:1]([CH2:4][C@H:5]1[CH2:10][NH:9][C:8]2[CH:11]=[CH:12][CH:13]=[C:14]([C:20]3[CH:21]=[CH:22][C:17]([Cl:16])=[CH:18][C:19]=3[CH3:26])[C:7]=2[O:6]1)=[N+:2]=[N-:3]. (7) The product is: [F:1][C:2]1[CH:25]=[C:24]([F:26])[CH:23]=[C:22]([F:27])[C:3]=1[C:4]([NH:6][CH:7]1[CH2:12][CH2:11][CH2:10][CH:9]([C:13]([CH:15]2[CH2:16][CH2:17][N:18]([CH3:21])[CH2:19][CH2:20]2)=[O:14])[NH:8]1)=[O:5]. Given the reactants [F:1][C:2]1[CH:25]=[C:24]([F:26])[CH:23]=[C:22]([F:27])[C:3]=1[C:4]([NH:6][C:7]1[CH:12]=[CH:11][CH:10]=[C:9]([C:13]([CH:15]2[CH2:20][CH2:19][N:18]([CH3:21])[CH2:17][CH2:16]2)=[O:14])[N:8]=1)=[O:5].NC1N=C(C(C2CCN(C)CC2)=O)C=CC=1.FC1C=C(F)C=C(F)C=1C(Cl)=O, predict the reaction product. (8) Given the reactants [H-].[Na+].C1OCCOCCOCCOCCOCCOC1.[CH3:21][C:22]([CH3:50])([CH3:49])[CH2:23][N:24]1[C:28]2[N:29]=[C:30]([C:33]#[N:34])[N:31]=[CH:32][C:27]=2[CH:26]=[C:25]1[CH2:35][N:36]1[C:40](=[O:41])[C:39]2([CH2:46][CH2:45][NH:44][CH2:43][CH2:42]2)[N:38]([CH3:47])[C:37]1=[O:48].Br[CH2:52][CH2:53][CH3:54], predict the reaction product. The product is: [CH3:21][C:22]([CH3:50])([CH3:49])[CH2:23][N:24]1[C:28]2[N:29]=[C:30]([C:33]#[N:34])[N:31]=[CH:32][C:27]=2[CH:26]=[C:25]1[CH2:35][N:36]1[C:40](=[O:41])[C:39]2([CH2:42][CH2:43][N:44]([CH2:52][CH2:53][CH3:54])[CH2:45][CH2:46]2)[N:38]([CH3:47])[C:37]1=[O:48]. (9) Given the reactants FC(F)(F)C(O)=O.C(OC([N:15]1[CH2:20][CH2:19][N:18]([S:21]([C:24]2[CH:29]=[CH:28][C:27]([NH:30][C:31](=[O:34])[CH:32]=[CH2:33])=[CH:26][CH:25]=2)(=[O:23])=[O:22])[CH2:17][CH2:16]1)=O)(C)(C)C, predict the reaction product. The product is: [N:18]1([S:21]([C:24]2[CH:25]=[CH:26][C:27]([NH:30][C:31](=[O:34])[CH:32]=[CH2:33])=[CH:28][CH:29]=2)(=[O:22])=[O:23])[CH2:17][CH2:16][NH:15][CH2:20][CH2:19]1. (10) Given the reactants [CH3:1][C@H:2]1[C@@:6]([CH2:8][CH2:9][CH3:10])([OH:7])[CH2:5][CH2:4][NH:3]1.F[C:12]1[CH:19]=[CH:18][C:15]([C:16]#[N:17])=[C:14]([O:20][CH3:21])[CH:13]=1.C(=O)([O-])[O-].[Li+].[Li+], predict the reaction product. The product is: [OH:7][C@@:6]1([CH2:8][CH2:9][CH3:10])[CH2:5][CH2:4][N:3]([C:12]2[CH:19]=[CH:18][C:15]([C:16]#[N:17])=[C:14]([O:20][CH3:21])[CH:13]=2)[C@H:2]1[CH3:1].